Dataset: NCI-60 drug combinations with 297,098 pairs across 59 cell lines. Task: Regression. Given two drug SMILES strings and cell line genomic features, predict the synergy score measuring deviation from expected non-interaction effect. (1) Drug 1: CC1CCC2CC(C(=CC=CC=CC(CC(C(=O)C(C(C(=CC(C(=O)CC(OC(=O)C3CCCCN3C(=O)C(=O)C1(O2)O)C(C)CC4CCC(C(C4)OC)OCCO)C)C)O)OC)C)C)C)OC. Drug 2: C1C(C(OC1N2C=NC(=NC2=O)N)CO)O. Cell line: 786-0. Synergy scores: CSS=0.492, Synergy_ZIP=-2.06, Synergy_Bliss=-2.13, Synergy_Loewe=-7.34, Synergy_HSA=-3.51. (2) Synergy scores: CSS=15.9, Synergy_ZIP=-1.34, Synergy_Bliss=-0.983, Synergy_Loewe=-25.9, Synergy_HSA=-1.80. Drug 1: C(=O)(N)NO. Cell line: NCI-H322M. Drug 2: CC1C(C(CC(O1)OC2CC(CC3=C2C(=C4C(=C3O)C(=O)C5=C(C4=O)C(=CC=C5)OC)O)(C(=O)CO)O)N)O.Cl. (3) Drug 1: CS(=O)(=O)C1=CC(=C(C=C1)C(=O)NC2=CC(=C(C=C2)Cl)C3=CC=CC=N3)Cl. Drug 2: CN(C)C1=NC(=NC(=N1)N(C)C)N(C)C. Cell line: T-47D. Synergy scores: CSS=3.99, Synergy_ZIP=2.67, Synergy_Bliss=5.84, Synergy_Loewe=-2.97, Synergy_HSA=1.78. (4) Drug 2: CC1=C2C(C(=O)C3(C(CC4C(C3C(C(C2(C)C)(CC1OC(=O)C(C(C5=CC=CC=C5)NC(=O)OC(C)(C)C)O)O)OC(=O)C6=CC=CC=C6)(CO4)OC(=O)C)OC)C)OC. Drug 1: C1CCC(C1)C(CC#N)N2C=C(C=N2)C3=C4C=CNC4=NC=N3. Cell line: HS 578T. Synergy scores: CSS=61.4, Synergy_ZIP=13.2, Synergy_Bliss=12.2, Synergy_Loewe=-23.9, Synergy_HSA=9.41.